This data is from Peptide-MHC class I binding affinity with 185,985 pairs from IEDB/IMGT. The task is: Regression. Given a peptide amino acid sequence and an MHC pseudo amino acid sequence, predict their binding affinity value. This is MHC class I binding data. (1) The peptide sequence is YLLMHLVSL. The MHC is HLA-A02:06 with pseudo-sequence HLA-A02:06. The binding affinity (normalized) is 1.00. (2) The peptide sequence is WSTIWRQLY. The MHC is HLA-A25:01 with pseudo-sequence HLA-A25:01. The binding affinity (normalized) is 0.0847. (3) The peptide sequence is LFNSHRISHF. The MHC is HLA-A26:01 with pseudo-sequence HLA-A26:01. The binding affinity (normalized) is 0.0449. (4) The peptide sequence is GPSHKARVL. The MHC is HLA-B44:03 with pseudo-sequence HLA-B44:03. The binding affinity (normalized) is 0.0476. (5) The peptide sequence is YYSLLMPIL. The MHC is HLA-A23:01 with pseudo-sequence HLA-A23:01. The binding affinity (normalized) is 0.0120. (6) The binding affinity (normalized) is 0.0813. The MHC is HLA-A02:01 with pseudo-sequence HLA-A02:01. The peptide sequence is GPKLKQWPL. (7) The peptide sequence is LHRFRTGEHL. The MHC is Mamu-B17 with pseudo-sequence Mamu-B17. The binding affinity (normalized) is 0.321. (8) The peptide sequence is MTYLDGHPV. The MHC is HLA-C14:02 with pseudo-sequence HLA-C14:02. The binding affinity (normalized) is 0.683. (9) The peptide sequence is NSDTVDWSW. The MHC is HLA-A01:01 with pseudo-sequence HLA-A01:01. The binding affinity (normalized) is 0.511. (10) The peptide sequence is QTHFPQFYW. The MHC is HLA-B08:01 with pseudo-sequence HLA-B08:01. The binding affinity (normalized) is 0.0847.